Dataset: Catalyst prediction with 721,799 reactions and 888 catalyst types from USPTO. Task: Predict which catalyst facilitates the given reaction. (1) Reactant: [Br:1][C:2]1[S:6][C:5]([C:7]2[N:12]=[C:11]([NH:13][C:14]3[CH:22]=[CH:21][C:17](C(O)=O)=[CH:16][CH:15]=3)[C:10]([CH2:23][CH3:24])=[C:9]([CH3:25])[N:8]=2)=[CH:4][CH:3]=1.Cl.C(N=C=N[CH2:32][CH2:33][CH2:34]N(C)C)C.[OH:38][N:39]1[C:43]2C=CC=CC=2N=N1.[OH2:48].CN(C)[CH:51]=[O:52]. Product: [Br:1][C:2]1[S:6][C:5]([C:7]2[N:12]=[C:11]([NH:13][C:14]3[CH:22]=[CH:21][C:17]([C:43]([NH:39][O:38][C:33]([O:52][CH3:51])([CH3:32])[CH3:34])=[O:48])=[CH:16][CH:15]=3)[C:10]([CH2:23][CH3:24])=[C:9]([CH3:25])[N:8]=2)=[CH:4][CH:3]=1. The catalyst class is: 66. (2) Reactant: [NH2:1][CH2:2][CH2:3][CH2:4][O:5][C:6]1[CH:35]=[CH:34][C:9]([C:10]([N:12]2[C:21]3[C:16](=[CH:17][CH:18]=[CH:19][CH:20]=3)[C@H:15]([N:22]([C:26]3[CH:31]=[CH:30][C:29]([Cl:32])=[CH:28][CH:27]=3)[C:23](=[O:25])[CH3:24])[CH2:14][C@@H:13]2[CH3:33])=[O:11])=[CH:8][CH:7]=1.C[Si]([N:40]=[C:41]=[O:42])(C)C. Product: [Cl:32][C:29]1[CH:30]=[CH:31][C:26]([N:22]([C@H:15]2[C:16]3[C:21](=[CH:20][CH:19]=[CH:18][CH:17]=3)[N:12]([C:10](=[O:11])[C:9]3[CH:8]=[CH:7][C:6]([O:5][CH2:4][CH2:3][CH2:2][NH:1][C:41]([NH2:40])=[O:42])=[CH:35][CH:34]=3)[C@@H:13]([CH3:33])[CH2:14]2)[C:23](=[O:25])[CH3:24])=[CH:27][CH:28]=1. The catalyst class is: 2. (3) Reactant: [C:1]([N:4]([C:34]1[CH:39]=[CH:38][C:37]([Cl:40])=[CH:36][C:35]=1[CH3:41])[C@H:5]1[C:14]2[C:9](=[CH:10][CH:11]=[CH:12][CH:13]=2)[N:8]([C:15]([C:17]2[CH:32]=[CH:31][C:20]([O:21][CH2:22][CH2:23][C:24]([CH3:30])([CH3:29])[C:25]([O:27]C)=[O:26])=[CH:19][CH:18]=2)=[O:16])[C@@H:7]([CH3:33])[CH2:6]1)(=[O:3])[CH3:2].[OH-].[Na+]. Product: [C:1]([N:4]([C:34]1[CH:39]=[CH:38][C:37]([Cl:40])=[CH:36][C:35]=1[CH3:41])[C@H:5]1[C:14]2[C:9](=[CH:10][CH:11]=[CH:12][CH:13]=2)[N:8]([C:15]([C:17]2[CH:32]=[CH:31][C:20]([O:21][CH2:22][CH2:23][C:24]([CH3:29])([CH3:30])[C:25]([OH:27])=[O:26])=[CH:19][CH:18]=2)=[O:16])[C@@H:7]([CH3:33])[CH2:6]1)(=[O:3])[CH3:2]. The catalyst class is: 364. (4) Reactant: [C:1]([O:5][C:6](=[O:44])[CH2:7][N:8]([CH2:30][C:31]1[CH:32]=[C:33]([CH:41]=[CH:42][CH:43]=1)[C:34]([O:36][C:37]([CH3:40])([CH3:39])[CH3:38])=[O:35])[CH2:9][C:10]([N:12]([C:14]1[CH:19]=[CH:18][C:17]([O:20]COCC[Si](C)(C)C)=[CH:16][C:15]=1[Cl:29])[CH3:13])=[O:11])([CH3:4])([CH3:3])[CH3:2].C([N+](CCCC)(CCCC)CCCC)CCC.O. Product: [C:1]([O:5][C:6](=[O:44])[CH2:7][N:8]([CH2:30][C:31]1[CH:32]=[C:33]([CH:41]=[CH:42][CH:43]=1)[C:34]([O:36][C:37]([CH3:39])([CH3:38])[CH3:40])=[O:35])[CH2:9][C:10]([N:12]([C:14]1[CH:19]=[CH:18][C:17]([OH:20])=[CH:16][C:15]=1[Cl:29])[CH3:13])=[O:11])([CH3:2])([CH3:3])[CH3:4]. The catalyst class is: 7. (5) Reactant: Cl[C:2]1[CH:7]=[CH:6][N:5]=[C:4]([NH2:8])[C:3]=1[N+:9]([O-:11])=[O:10].[CH2:12]([N:19]1[CH2:24][CH2:23][C@@H:22]([CH3:25])[C@@H:21]([NH:26][CH3:27])[CH2:20]1)[C:13]1[CH:18]=[CH:17][CH:16]=[CH:15][CH:14]=1.C(N(CC)C(C)C)(C)C. Product: [CH2:12]([N:19]1[CH2:24][CH2:23][C@@H:22]([CH3:25])[C@@H:21]([N:26]([CH3:27])[C:2]2[CH:7]=[CH:6][N:5]=[C:4]([NH2:8])[C:3]=2[N+:9]([O-:11])=[O:10])[CH2:20]1)[C:13]1[CH:14]=[CH:15][CH:16]=[CH:17][CH:18]=1. The catalyst class is: 41. (6) Reactant: Cl[C:2]1[C:11]([N+:12]([O-:14])=[O:13])=[CH:10][CH:9]=[CH:8][C:3]=1[C:4]([O:6][CH3:7])=[O:5].C(N(CC)CC)C.[CH3:22][O:23][CH2:24][CH2:25][CH2:26][NH2:27]. Product: [CH3:22][O:23][CH2:24][CH2:25][CH2:26][NH:27][C:2]1[C:11]([N+:12]([O-:14])=[O:13])=[CH:10][CH:9]=[CH:8][C:3]=1[C:4]([O:6][CH3:7])=[O:5]. The catalyst class is: 1. (7) Reactant: [CH2:1]([NH:3][CH2:4][CH2:5][C:6]1[CH:11]=[CH:10][CH:9]=[CH:8][N:7]=1)[CH3:2].[OH:12][C:13]1[CH:18]=[CH:17][C:16]([CH2:19][CH2:20][C:21](O)=[O:22])=[CH:15][CH:14]=1.F[B-](F)(F)F.N1(OC(N(C)C)=[N+](C)C)C2C=CC=CC=2N=N1.C(N(C(C)C)CC)(C)C. Product: [CH2:1]([N:3]([CH2:4][CH2:5][C:6]1[CH:11]=[CH:10][CH:9]=[CH:8][N:7]=1)[C:21](=[O:22])[CH2:20][CH2:19][C:16]1[CH:17]=[CH:18][C:13]([OH:12])=[CH:14][CH:15]=1)[CH3:2]. The catalyst class is: 508. (8) Product: [CH3:11][O:6][C:5](=[O:7])[CH2:4][CH2:3][C@@H:2]([C:8]([OH:10])=[O:9])[NH:1][C:17]([O:19][CH2:20][C:21]1[CH:26]=[CH:25][CH:24]=[CH:23][CH:22]=1)=[O:18]. Reactant: [NH2:1][C@H:2]([C:8]([OH:10])=[O:9])[CH2:3][CH2:4][C:5]([OH:7])=[O:6].[C:11](=O)([O-])O.[Na+].Cl[C:17]([O:19][CH2:20][C:21]1[CH:26]=[CH:25][CH:24]=[CH:23][CH:22]=1)=[O:18]. The catalyst class is: 6. (9) Reactant: C([O:3][C:4](=O)[NH:5][CH2:6][CH2:7][C:8]1[S:9][C:10]([Br:13])=[CH:11][CH:12]=1)C.O=P12OP3(OP(OP(O3)(O1)=O)(=O)O2)=O. Product: [Br:13][C:10]1[S:9][C:8]2[CH2:7][CH2:6][NH:5][C:4](=[O:3])[C:12]=2[CH:11]=1. The catalyst class is: 265.